This data is from Reaction yield outcomes from USPTO patents with 853,638 reactions. The task is: Predict the reaction yield, written as a fraction of the theoretical maximum amount of product (1.0 means a 100% yield; for example, 0.34 means a 34% yield). (1) The catalyst is C(O)C. The reactants are [C:1]([C:9]1[C:10]2[CH:21]=[CH:20][CH:19]=[CH:18][C:11]=2[S:12][C:13]=1[NH:14]C(=O)C)(=[O:8])[C:2]1[CH:7]=[CH:6][CH:5]=[CH:4][CH:3]=1.[OH-].[Na+]. The yield is 0.250. The product is [NH2:14][C:13]1[S:12][C:11]2[CH:18]=[CH:19][CH:20]=[CH:21][C:10]=2[C:9]=1[C:1]([C:2]1[CH:7]=[CH:6][CH:5]=[CH:4][CH:3]=1)=[O:8]. (2) The reactants are [CH2:1]([O:8][CH2:9][CH2:10][CH:11]1[CH2:20][CH2:19][C:14]2(OCC[O:15]2)[CH2:13][CH2:12]1)[C:2]1[CH:7]=[CH:6][CH:5]=[CH:4][CH:3]=1.Cl. The catalyst is C(#N)C. The product is [CH2:1]([O:8][CH2:9][CH2:10][CH:11]1[CH2:12][CH2:13][C:14](=[O:15])[CH2:19][CH2:20]1)[C:2]1[CH:7]=[CH:6][CH:5]=[CH:4][CH:3]=1. The yield is 0.955. (3) The reactants are [CH3:1][C:2]1[O:6][N:5]=[C:4]([C:7]2[CH:12]=[CH:11][CH:10]=[CH:9][CH:8]=2)[C:3]=1[C:13]([NH:15][NH2:16])=[O:14].N1([C:22]([C:24]2[CH:33]=[CH:32][C:27]3[NH:28][C:29](=[O:31])[NH:30][C:26]=3[CH:25]=2)=O)C=CN=C1.P(Cl)(Cl)(Cl)=O.O. The catalyst is ClC1C=CC=CC=1. The product is [CH3:1][C:2]1[O:6][N:5]=[C:4]([C:7]2[CH:12]=[CH:11][CH:10]=[CH:9][CH:8]=2)[C:3]=1[C:13]1[O:14][C:22]([C:24]2[CH:33]=[CH:32][C:27]3[NH:28][C:29](=[O:31])[NH:30][C:26]=3[CH:25]=2)=[N:16][N:15]=1. The yield is 0.780. (4) The reactants are [O:1]=[C:2]1[N:11]=[C:10]2[C:5](=[CH:6][CH:7]=[C:8]([C:12](O)=[O:13])[NH:9]2)[CH2:4][CH2:3]1.C(N(CC)CC)C.ClC(OCC(C)C)=O.[BH4-].[Na+].Cl. The catalyst is ClCCl.O.O1CCCC1. The product is [OH:13][CH2:12][C:8]1[N:9]=[C:10]2[C:5]([CH2:4][CH2:3][C:2](=[O:1])[NH:11]2)=[CH:6][CH:7]=1. The yield is 0.960. (5) The reactants are [CH:1]1([CH2:7][N:8]2[C:12]3[CH:13]=[C:14]([F:18])[C:15]([F:17])=[CH:16][C:11]=3[N:10]=[C:9]2[C:19]2[C:20]([OH:25])=[N:21][CH:22]=[CH:23][CH:24]=2)[CH2:6][CH2:5][CH2:4][CH2:3][CH2:2]1.C(=O)([O-])[O-].[Cs+].[Cs+].[CH3:32][O:33][C:34](=[O:45])[CH2:35][O:36][C:37]1[CH:42]=[CH:41][C:40]([CH2:43]Br)=[CH:39][CH:38]=1. The catalyst is CC(C)=O. The product is [CH3:32][O:33][C:34](=[O:45])[CH2:35][O:36][C:37]1[CH:42]=[CH:41][C:40]([CH2:43][O:25][C:20]2[C:19]([C:9]3[N:8]([CH2:7][CH:1]4[CH2:2][CH2:3][CH2:4][CH2:5][CH2:6]4)[C:12]4[CH:13]=[C:14]([F:18])[C:15]([F:17])=[CH:16][C:11]=4[N:10]=3)=[CH:24][CH:23]=[CH:22][N:21]=2)=[CH:39][CH:38]=1. The yield is 0.500. (6) The reactants are [Cl:1][C:2]1[CH:3]=[CH:4][C:5]([NH:8][C:9](=[O:33])[C:10]2[CH:15]=[CH:14][CH:13]=[CH:12][C:11]=2[NH:16][C:17]([O:19][CH:20]2[CH2:25][CH2:24][N:23](C(OC(C)(C)C)=O)[CH2:22][CH2:21]2)=[O:18])=[N:6][CH:7]=1.[F:34][C:35]([F:40])([F:39])[C:36]([O-:38])=[O:37]. No catalyst specified. The product is [F:34][C:35]([F:40])([F:39])[C:36]([OH:38])=[O:37].[Cl:1][C:2]1[CH:3]=[CH:4][C:5]([NH:8][C:9](=[O:33])[C:10]2[CH:15]=[CH:14][CH:13]=[CH:12][C:11]=2[NH:16][C:17]([O:19][CH:20]2[CH2:21][CH2:22][NH:23][CH2:24][CH2:25]2)=[O:18])=[N:6][CH:7]=1. The yield is 0.990. (7) The product is [NH2:23][C:14]1[N:15]=[C:16]([N:43]2[CH2:44][CH2:45][N:40]([C:38](=[O:39])[CH2:37][O:36][C:35]3[CH:46]=[CH:47][C:32]([Cl:31])=[CH:33][CH:34]=3)[CH2:41][CH2:42]2)[C:17]2[N:18]=[C:10]([CH:8]([C:5]3[CH:6]=[CH:7][C:2]([F:1])=[CH:3][CH:4]=3)[CH3:9])[S:11][C:12]=2[N:13]=1. The reactants are [F:1][C:2]1[CH:7]=[CH:6][C:5]([CH:8]([C:10]2[S:11][C:12]3[N:13]=[C:14]([NH2:23])[N:15]=[C:16](S(C)(=O)=O)[C:17]=3[N:18]=2)[CH3:9])=[CH:4][CH:3]=1.C(N(CC)CC)C.[Cl:31][C:32]1[CH:47]=[CH:46][C:35]([O:36][CH2:37][C:38]([N:40]2[CH2:45][CH2:44][NH:43][CH2:42][CH2:41]2)=[O:39])=[CH:34][CH:33]=1. The yield is 0.670. The catalyst is O1CCOCC1.